Dataset: Peptide-MHC class I binding affinity with 185,985 pairs from IEDB/IMGT. Task: Regression. Given a peptide amino acid sequence and an MHC pseudo amino acid sequence, predict their binding affinity value. This is MHC class I binding data. (1) The peptide sequence is EMIWDPNGW. The MHC is HLA-A01:01 with pseudo-sequence HLA-A01:01. The binding affinity (normalized) is 0.0847. (2) The binding affinity (normalized) is 0.898. The MHC is HLA-A24:03 with pseudo-sequence HLA-A24:03. The peptide sequence is RVLENTHIF. (3) The peptide sequence is GLYLYRFHV. The MHC is HLA-B15:01 with pseudo-sequence HLA-B15:01. The binding affinity (normalized) is 0.0847. (4) The binding affinity (normalized) is 0.0847. The peptide sequence is RRMGGLRKY. The MHC is HLA-A30:01 with pseudo-sequence HLA-A30:01.